This data is from Full USPTO retrosynthesis dataset with 1.9M reactions from patents (1976-2016). The task is: Predict the reactants needed to synthesize the given product. The reactants are: [F:1][C:2]([F:14])([F:13])[C:3]1[CH:8]=[CH:7][C:6](/[CH:9]=[CH:10]/[CH2:11]O)=[CH:5][CH:4]=1.[NH2:15][C:16]1[CH:32]=[CH:31][CH:30]=[CH:29][C:17]=1[O:18][C:19]1[CH:20]=[C:21]([CH:26]=[CH:27][CH:28]=1)[C:22]([O:24]C)=[O:23].C1(P(C2C=CC=CC=2)C2C=CC=CC=2)C=CC=CC=1.Cl. Given the product [F:1][C:2]([F:14])([F:13])[C:3]1[CH:8]=[CH:7][C:6](/[CH:9]=[CH:10]/[CH2:11][NH:15][C:16]2[CH:32]=[CH:31][CH:30]=[CH:29][C:17]=2[O:18][C:19]2[CH:20]=[C:21]([CH:26]=[CH:27][CH:28]=2)[C:22]([OH:24])=[O:23])=[CH:5][CH:4]=1, predict the reactants needed to synthesize it.